Dataset: Full USPTO retrosynthesis dataset with 1.9M reactions from patents (1976-2016). Task: Predict the reactants needed to synthesize the given product. (1) Given the product [NH2:1][C:2]1[C:11]([I:12])=[CH:10][C:9]([Cl:13])=[CH:8][C:3]=1[C:4]([NH:14][CH:15]([CH2:19][CH2:20][CH3:21])[CH2:16][CH2:17][CH3:18])=[O:6], predict the reactants needed to synthesize it. The reactants are: [NH2:1][C:2]1[C:11]([I:12])=[CH:10][C:9]([Cl:13])=[CH:8][C:3]=1[C:4]([O:6]C)=O.[NH2:14][CH:15]([CH2:19][CH2:20][CH3:21])[CH2:16][CH2:17][CH3:18].C[Al](C)C.C(OCC)(=O)C. (2) Given the product [N:37]([CH:19]([CH3:20])[CH2:18][N:15]1[C:16]2[CH:17]=[C:9]([O:8][CH2:1][C:2]3[CH:7]=[CH:6][CH:5]=[CH:4][CH:3]=3)[CH:10]=[C:11]3[CH2:24][CH2:23][CH2:22][C:13]([C:12]=23)=[N:14]1)=[N+:38]=[N-:39], predict the reactants needed to synthesize it. The reactants are: [CH2:1]([O:8][C:9]1[CH:10]=[C:11]2[CH2:24][CH2:23][CH2:22][C:13]3=[N:14][N:15]([CH2:18][CH:19](O)[CH3:20])[C:16]([CH:17]=1)=[C:12]23)[C:2]1[CH:7]=[CH:6][CH:5]=[CH:4][CH:3]=1.C(N(CC)CC)C.CS(Cl)(=O)=O.[N-:37]=[N+:38]=[N-:39].[Na+].